Dataset: Forward reaction prediction with 1.9M reactions from USPTO patents (1976-2016). Task: Predict the product of the given reaction. (1) Given the reactants C([Li])CCC.[CH2:6]1[CH2:10][O:9][CH2:8][CH2:7]1.[CH2:11]([C:17]1[S:18]C=CC=1)[CH2:12][CH2:13][CH2:14][CH2:15][CH3:16].CN(C=O)C, predict the reaction product. The product is: [CH2:11]([C:17]1[S:18][C:6]([CH:10]=[O:9])=[CH:7][CH:8]=1)[CH2:12][CH2:13][CH2:14][CH2:15][CH3:16]. (2) Given the reactants Br[C:2]1[CH:7]=[CH:6][C:5]([OH:8])=[C:4]([F:9])[CH:3]=1.[CH3:10][S:11]([O-:13])=[O:12].[Na+].CNCCNC.O, predict the reaction product. The product is: [F:9][C:4]1[CH:3]=[C:2]([S:11]([CH3:10])(=[O:13])=[O:12])[CH:7]=[CH:6][C:5]=1[OH:8].